This data is from Reaction yield outcomes from USPTO patents with 853,638 reactions. The task is: Predict the reaction yield, written as a fraction of the theoretical maximum amount of product (1.0 means a 100% yield; for example, 0.34 means a 34% yield). (1) The reactants are [CH:1]([N:4]1[CH2:9][CH2:8][N:7]([C:10]2[CH:11]=[N:12][C:13]([N+:16]([O-])=O)=[CH:14][CH:15]=2)[CH2:6][CH2:5]1)([CH3:3])[CH3:2]. The catalyst is CCO.[Pd]. The product is [CH:1]([N:4]1[CH2:5][CH2:6][N:7]([C:10]2[CH:15]=[CH:14][C:13]([NH2:16])=[N:12][CH:11]=2)[CH2:8][CH2:9]1)([CH3:3])[CH3:2]. The yield is 0.610. (2) The reactants are [OH:1][C:2]1[CH:10]=[CH:9][CH:8]=[C:7]2[C:3]=1[CH:4]=[CH:5][NH:6]2.[H-].[Na+].C([O:15][C:16](=O)[C:17]([C:27]#[N:28])=[CH:18][C:19]1[CH:24]=[CH:23][CH:22]=[C:21]([O:25][CH3:26])[CH:20]=1)C. The catalyst is C1(C)C=CC=CC=1. The product is [C:27]([CH:17]1[C:18]([C:19]2[CH:24]=[CH:23][CH:22]=[C:21]([O:25][CH3:26])[CH:20]=2)=[C:10]2[C:2](=[C:3]3[CH:4]=[CH:5][N:6]=[C:7]3[CH:8]=[CH:9]2)[O:1][C:16]1=[O:15])#[N:28]. The yield is 0.00900. (3) The reactants are [CH2:1]([O:8][C:9]1[CH:14]=[CH:13][C:12]([N:15]([CH3:26])[C:16]2[CH:21]=[CH:20][C:19]([CH:22]([CH3:25])[CH2:23][OH:24])=[CH:18][CH:17]=2)=[CH:11][CH:10]=1)[C:2]1[CH:7]=[CH:6][CH:5]=[CH:4][CH:3]=1.[CH3:27][S:28](Cl)(=[O:30])=[O:29]. The catalyst is C(Cl)Cl. The product is [CH2:1]([O:8][C:9]1[CH:14]=[CH:13][C:12]([N:15]([CH3:26])[C:16]2[CH:17]=[CH:18][C:19]([CH:22]([CH3:25])[CH2:23][O:24][S:28]([CH3:27])(=[O:30])=[O:29])=[CH:20][CH:21]=2)=[CH:11][CH:10]=1)[C:2]1[CH:3]=[CH:4][CH:5]=[CH:6][CH:7]=1. The yield is 0.760. (4) The reactants are I[C:2]1[C:10]2[C:5](=[N:6][CH:7]=[CH:8][CH:9]=2)[N:4]([Si:11]([CH:18]([CH3:20])[CH3:19])([CH:15]([CH3:17])[CH3:16])[CH:12]([CH3:14])[CH3:13])[CH:3]=1.C([Mg]Cl)(C)C.[Cl:26][C:27]1[CH:44]=[CH:43][C:30]([CH2:31][O:32][C:33]2[C:34]([O:41][CH3:42])=[CH:35][C:36]([CH:39]=[O:40])=[N:37][CH:38]=2)=[CH:29][CH:28]=1. The catalyst is O1CCCC1. The product is [Cl:26][C:27]1[CH:44]=[CH:43][C:30]([CH2:31][O:32][C:33]2[C:34]([O:41][CH3:42])=[CH:35][C:36]([CH:39]([C:2]3[C:10]4[C:5](=[N:6][CH:7]=[CH:8][CH:9]=4)[N:4]([Si:11]([CH:18]([CH3:20])[CH3:19])([CH:15]([CH3:17])[CH3:16])[CH:12]([CH3:14])[CH3:13])[CH:3]=3)[OH:40])=[N:37][CH:38]=2)=[CH:29][CH:28]=1. The yield is 0.590. (5) The reactants are C1CCN2C(=NCCC2)CC1.[F:12][C:13]([F:24])([F:23])[C:14]1[CH:19]=[CH:18][CH:17]=[CH:16][C:15]=1[CH2:20][C:21]#[N:22].[CH2:25]=[O:26].Cl. The catalyst is C1COCC1.O. The product is [F:12][C:13]([F:23])([F:24])[C:14]1[CH:19]=[CH:18][CH:17]=[CH:16][C:15]=1[CH:20]([CH2:25][OH:26])[C:21]#[N:22]. The yield is 0.940. (6) The reactants are [OH:1][CH2:2][CH2:3][CH2:4][NH:5][C:6]1[CH:11]=[CH:10][CH:9]=[CH:8][N+:7]=1[O-].C1CCCCC=1. The catalyst is C(O)C.[Pd]. The product is [OH:1][CH2:2][CH2:3][CH2:4][NH:5][C:6]1[CH:11]=[CH:10][CH:9]=[CH:8][N:7]=1. The yield is 0.880. (7) The reactants are [Cl:1][C:2]1[CH:10]=[CH:9][C:5]([C:6]([OH:8])=[O:7])=[CH:4][CH:3]=1.[N:11]1[CH:16]=[CH:15][CH:14]=[C:13]([CH2:17][CH:18]2[CH:23]([NH:24][C:25]([C:27]3[O:28][C:29]4[CH:35]=[CH:34][CH:33]=[CH:32][C:30]=4[CH:31]=3)=[O:26])[CH:22]3[CH2:36][CH2:37][N:19]2[CH2:20][CH2:21]3)[CH:12]=1. The catalyst is CC(C)=O.C(O)(C)C. The product is [Cl:1][C:2]1[CH:10]=[CH:9][C:5]([C:6]([OH:8])=[O:7])=[CH:4][CH:3]=1.[N:11]1[CH:16]=[CH:15][CH:14]=[C:13]([CH2:17][C@@H:18]2[C@H:23]([NH:24][C:25]([C:27]3[O:28][C:29]4[CH:35]=[CH:34][CH:33]=[CH:32][C:30]=4[CH:31]=3)=[O:26])[CH:22]3[CH2:36][CH2:37][N:19]2[CH2:20][CH2:21]3)[CH:12]=1. The yield is 0.940. (8) The reactants are [Cl:1][C:2]1[CH:3]=[C:4]([NH:16][C:17]2[C:29]3[C:28]4[CH2:27][CH2:26][NH:25][CH2:24][C:23]=4[S:22][C:21]=3[N:20]=[CH:19][N:18]=2)[CH:5]=[CH:6][C:7]=1[O:8][CH2:9][C:10]1[CH:15]=[CH:14][CH:13]=[CH:12][N:11]=1.[N:30]1([CH2:36][CH2:37][C:38]#[C:39][C:40](O)=[O:41])[CH2:35][CH2:34][CH2:33][CH2:32][CH2:31]1.F[B-](F)(F)F.N1(OC(N(C)C)=[N+](C)C)C2C=CC=CC=2N=N1.C(N(C(C)C)CC)(C)C. The catalyst is CO.C(Cl)Cl.ClCCl.O1CCCC1. The product is [Cl:1][C:2]1[CH:3]=[C:4]([NH:16][C:17]2[C:29]3[C:28]4[CH2:27][CH2:26][N:25]([C:40](=[O:41])[C:39]#[C:38][CH2:37][CH2:36][N:30]5[CH2:35][CH2:34][CH2:33][CH2:32][CH2:31]5)[CH2:24][C:23]=4[S:22][C:21]=3[N:20]=[CH:19][N:18]=2)[CH:5]=[CH:6][C:7]=1[O:8][CH2:9][C:10]1[CH:15]=[CH:14][CH:13]=[CH:12][N:11]=1. The yield is 0.628.